From a dataset of Forward reaction prediction with 1.9M reactions from USPTO patents (1976-2016). Predict the product of the given reaction. (1) Given the reactants [CH2:1]([N:3]([C:29](=O)[C:30]1[CH:35]=[CH:34][C:33]([OH:36])=[CH:32][CH:31]=1)[C:4]1[CH:9]=[C:8]([O:10][CH3:11])[CH:7]=[CH:6][C:5]=1[CH:12]1[CH2:21][CH2:20][C:19]2[CH:18]=[C:17]([O:22]C(=O)C(C)(C)C)[CH:16]=[CH:15][C:14]=2[CH2:13]1)[CH3:2].Cl[CH2:39][C:40]([N:42]1[CH2:46][CH2:45][CH2:44][CH2:43]1)=O, predict the reaction product. The product is: [CH2:1]([N:3]([CH2:29][C:30]1[CH:31]=[CH:32][C:33]([O:36][CH2:39][CH2:40][N:42]2[CH2:46][CH2:45][CH2:44][CH2:43]2)=[CH:34][CH:35]=1)[C:4]1[CH:9]=[C:8]([O:10][CH3:11])[CH:7]=[CH:6][C:5]=1[CH:12]1[CH2:21][CH2:20][C:19]2[CH:18]=[C:17]([OH:22])[CH:16]=[CH:15][C:14]=2[CH2:13]1)[CH3:2]. (2) Given the reactants C([O:4][C@@:5]1([CH2:35][CH3:36])[C:32]2[CH:31]=[C:30]3[N:11]([CH2:12][C:13]4[C:14]3=[N:15][C:16]3[C:17]5[C:18]=4[N:19]([CH2:26][CH2:27][CH2:28][CH3:29])[CH:20]=[N:21][C:22]=5[CH:23]=[CH:24][CH:25]=3)[C:10](=[O:33])[C:9]=2[CH2:8][O:7][C:6]1=[O:34])(=O)C.NN.Cl, predict the reaction product. The product is: [CH2:26]([N:19]1[C:18]2=[C:13]3[CH2:12][N:11]4[C:30](=[CH:31][C:32]5[C@:5]([CH2:35][CH3:36])([OH:4])[C:6](=[O:34])[O:7][CH2:8][C:9]=5[C:10]4=[O:33])[C:14]3=[N:15][C:16]3[C:17]2=[C:22]([CH:23]=[CH:24][CH:25]=3)[N:21]=[CH:20]1)[CH2:27][CH2:28][CH3:29]. (3) Given the reactants [NH2:1][C:2]1[C:3](Br)=[N:4][C:5]([Br:8])=[CH:6][CH:7]=1.[Cl:10][C:11]1[CH:16]=[CH:15][CH:14]=[CH:13][C:12]=1[C:17]#[CH:18], predict the reaction product. The product is: [Br:8][C:5]1[N:4]=[C:3]([C:18]#[C:17][C:12]2[CH:13]=[CH:14][CH:15]=[CH:16][C:11]=2[Cl:10])[C:2]([NH2:1])=[CH:7][CH:6]=1.